This data is from Forward reaction prediction with 1.9M reactions from USPTO patents (1976-2016). The task is: Predict the product of the given reaction. (1) The product is: [CH2:3]([O:5][C:6]([C:8]1[S:9][CH:10]=[C:11]([CH2:13][N:14]2[CH:18]=[C:17]([NH:19][C:37]([O:36][CH2:35][C:33]3[CH:34]=[CH:29][CH:30]=[CH:31][C:32]=3[Cl:40])=[O:38])[CH:16]=[N:15]2)[N:12]=1)=[O:7])[CH3:4]. Given the reactants N#N.[CH2:3]([O:5][C:6]([C:8]1[S:9][CH:10]=[C:11]([CH2:13][N:14]2[CH:18]=[C:17]([NH2:19])[CH:16]=[N:15]2)[N:12]=1)=[O:7])[CH3:4].CCN(C(C)C)C(C)C.[CH:29]1[CH:34]=[C:33]([CH2:35][O:36][C:37](Cl)=[O:38])[C:32]([Cl:40])=[CH:31][CH:30]=1, predict the reaction product. (2) Given the reactants [F:1][C:2]1[CH:7]=[C:6](I)[CH:5]=[CH:4][C:3]=1[N:9]1[CH:14]=[C:13]([O:15][CH3:16])[C:12](=[O:17])[C:11]([C:18]2[N:22]([C:23]3[CH:28]=[CH:27][CH:26]=[CH:25][CH:24]=3)[N:21]=[CH:20][CH:19]=2)=[N:10]1.[CH2:29]1[C:31]2([CH2:35][NH:34][C:33](=[O:36])[O:32]2)[CH2:30]1.N[C@@H]1CCCC[C@H]1N.[O-]P([O-])([O-])=O.[K+].[K+].[K+], predict the reaction product. The product is: [F:1][C:2]1[CH:7]=[C:6]([N:34]2[CH2:35][C:31]3([CH2:29][CH2:30]3)[O:32][C:33]2=[O:36])[CH:5]=[CH:4][C:3]=1[N:9]1[CH:14]=[C:13]([O:15][CH3:16])[C:12](=[O:17])[C:11]([C:18]2[N:22]([C:23]3[CH:28]=[CH:27][CH:26]=[CH:25][CH:24]=3)[N:21]=[CH:20][CH:19]=2)=[N:10]1.